Dataset: Full USPTO retrosynthesis dataset with 1.9M reactions from patents (1976-2016). Task: Predict the reactants needed to synthesize the given product. (1) Given the product [N+:11]([C:4]1[CH:3]=[C:2]([O:22][CH:16]2[CH:17]3[CH2:20][CH2:21][N:14]([CH2:19][CH2:18]3)[CH2:15]2)[C:10]2[O:9][CH:8]=[CH:7][C:6]=2[CH:5]=1)([O-:13])=[O:12], predict the reactants needed to synthesize it. The reactants are: I[C:2]1[C:10]2[O:9][CH:8]=[CH:7][C:6]=2[CH:5]=[C:4]([N+:11]([O-:13])=[O:12])[CH:3]=1.[N:14]12[CH2:21][CH2:20][CH:17]([CH2:18][CH2:19]1)[CH:16]([OH:22])[CH2:15]2.N1C2C(=CC=C3C=2N=CC=C3)C=CC=1. (2) Given the product [Cl:1][C:2]1[CH:3]=[CH:4][C:5]([CH2:6][NH:8][C:9]2[C:10]([CH3:31])=[C:11]([CH3:30])[C:12]3[O:16][C:15]([CH3:17])([CH3:18])[CH:14]([C:19]4[CH:24]=[CH:23][C:22]([CH:25]([CH3:26])[CH3:27])=[CH:21][CH:20]=4)[C:13]=3[C:28]=2[CH3:29])=[CH:32][CH:33]=1, predict the reactants needed to synthesize it. The reactants are: [Cl:1][C:2]1[CH:33]=[CH:32][C:5]([C:6]([NH:8][C:9]2[C:10]([CH3:31])=[C:11]([CH3:30])[C:12]3[O:16][C:15]([CH3:18])([CH3:17])[CH:14]([C:19]4[CH:24]=[CH:23][C:22]([CH:25]([CH3:27])[CH3:26])=[CH:21][CH:20]=4)[C:13]=3[C:28]=2[CH3:29])=O)=[CH:4][CH:3]=1. (3) Given the product [Br:1][C:2]1[CH:3]=[CH:4][C:5]([NH:8][NH:9][C:12](=[O:13])[C:11]([F:19])([F:10])[CH2:16][O:17][CH3:18])=[N:6][CH:7]=1, predict the reactants needed to synthesize it. The reactants are: [Br:1][C:2]1[CH:3]=[CH:4][C:5]([NH:8][NH2:9])=[N:6][CH:7]=1.[F:10][C:11]([F:19])([CH2:16][O:17][CH3:18])[C:12](OC)=[O:13]. (4) Given the product [Cl:1][C:2]1[C:3]2[N:4]([C:19]([CH:21]3[CH2:26][CH2:25][O:24][CH2:23][CH2:22]3)=[N:18][N:17]=2)[C:5]2[C:10]([N:11]=1)=[CH:9][C:8]([C:12]([O:14][CH3:15])=[O:13])=[C:7]([CH3:16])[CH:6]=2, predict the reactants needed to synthesize it. The reactants are: [Cl:1][C:2]1[C:3]([NH:17][NH:18][C:19]([CH:21]2[CH2:26][CH2:25][O:24][CH2:23][CH2:22]2)=O)=[N:4][C:5]2[C:10]([N:11]=1)=[CH:9][C:8]([C:12]([O:14][CH3:15])=[O:13])=[C:7]([CH3:16])[CH:6]=2.S(Cl)(Cl)=O. (5) Given the product [CH:1]1([NH:9][C:10]2[O:11][CH2:12][C:13]3[CH:19]=[C:18]([NH:20][C:29](=[O:30])[CH2:28][N:25]4[CH2:26][CH2:27][N:22]([CH3:21])[CH2:23][CH2:24]4)[CH:17]=[CH:16][C:14]=3[N:15]=2)[CH2:2][CH2:3][CH2:4][CH2:5][CH2:6][CH2:7][CH2:8]1, predict the reactants needed to synthesize it. The reactants are: [CH:1]1([NH:9][C:10]2[O:11][CH2:12][C:13]3[CH:19]=[C:18]([NH2:20])[CH:17]=[CH:16][C:14]=3[N:15]=2)[CH2:8][CH2:7][CH2:6][CH2:5][CH2:4][CH2:3][CH2:2]1.[CH3:21][N:22]1[CH2:27][CH2:26][N:25]([CH2:28][C:29](O)=[O:30])[CH2:24][CH2:23]1. (6) Given the product [C@H:14]([NH:18][C:2]1[S:3][C:4]2[CH:10]=[C:9]([CH2:11][C:12]#[N:13])[CH:8]=[CH:7][C:5]=2[N:6]=1)([CH2:16][CH3:17])[CH3:15], predict the reactants needed to synthesize it. The reactants are: Br[C:2]1[S:3][C:4]2[CH:10]=[C:9]([CH2:11][C:12]#[N:13])[CH:8]=[CH:7][C:5]=2[N:6]=1.[C@H:14]([NH2:18])([CH2:16][CH3:17])[CH3:15].CCOC(C)=O.CCCCCC.